The task is: Predict the product of the given reaction.. This data is from Forward reaction prediction with 1.9M reactions from USPTO patents (1976-2016). (1) Given the reactants [CH3:1][C:2]1[CH:7]=[CH:6][C:5]([N+:8]([O-])=O)=[CH:4][C:3]=1[C:11]1[CH:15]=[CH:14][O:13][CH:12]=1, predict the reaction product. The product is: [CH3:1][C:2]1[CH:7]=[CH:6][C:5]([NH2:8])=[CH:4][C:3]=1[CH:11]1[CH2:15][CH2:14][O:13][CH2:12]1. (2) Given the reactants Cl[C:2]1[N:7]=[C:6]([NH:8][CH:9]2[CH2:11][CH2:10]2)[N:5]=[C:4]([C:12]2[CH:17]=[CH:16][C:15]([F:18])=[C:14]([F:19])[CH:13]=2)[C:3]=1[C:20]#[N:21].[SH:22][CH2:23][C:24]([NH2:26])=[O:25].C(=O)([O-])[O-].[Na+].[Na+].[O-]CC.[Na+], predict the reaction product. The product is: [NH2:21][C:20]1[C:3]2[C:4]([C:12]3[CH:17]=[CH:16][C:15]([F:18])=[C:14]([F:19])[CH:13]=3)=[N:5][C:6]([NH:8][CH:9]3[CH2:11][CH2:10]3)=[N:7][C:2]=2[S:22][C:23]=1[C:24]([NH2:26])=[O:25]. (3) Given the reactants [C:1]([O:4][CH:5]([C:17]1[S:18][CH:19]=[CH:20][CH:21]=1)[CH2:6][CH2:7][N:8](C)[CH2:9]C1C=CC=CC=1)(=[O:3])[CH3:2].Cl[C:23]([O:25][C:26]1[CH:31]=[CH:30][CH:29]=[CH:28][CH:27]=1)=[O:24], predict the reaction product. The product is: [C:1]([O:4][CH:5]([C:17]1[S:18][CH:19]=[CH:20][CH:21]=1)[CH2:6][CH2:7][N:8]([CH3:9])[C:23](=[O:24])[O:25][C:26]1[CH:31]=[CH:30][CH:29]=[CH:28][CH:27]=1)(=[O:3])[CH3:2]. (4) Given the reactants [Cl:1][C:2]1[CH:7]=[CH:6][C:5]([C@H:8]2[N:15]3[C:11]([S:12][C:13]([C:19]([N:21]4[C:28](=[O:29])[CH2:27][CH2:26][C@H:22]4[C:23]([OH:25])=O)=[O:20])=[C:14]3[CH:16]([CH3:18])[CH3:17])=[N:10][C@:9]2([C:31]2[CH:36]=[CH:35][C:34]([Cl:37])=[CH:33][CH:32]=2)[CH3:30])=[CH:4][CH:3]=1.[CH3:38][N:39]1[CH2:44][CH2:43][NH:42][CH2:41][C@H:40]1[CH3:45], predict the reaction product. The product is: [Cl:1][C:2]1[CH:7]=[CH:6][C:5]([C@H:8]2[N:15]3[C:11]([S:12][C:13]([C:19]([N:21]4[C@H:22]([C:23]([N:42]5[CH2:43][CH2:44][N:39]([CH3:38])[C@H:40]([CH3:45])[CH2:41]5)=[O:25])[CH2:26][CH2:27][C:28]4=[O:29])=[O:20])=[C:14]3[CH:16]([CH3:18])[CH3:17])=[N:10][C@:9]2([C:31]2[CH:32]=[CH:33][C:34]([Cl:37])=[CH:35][CH:36]=2)[CH3:30])=[CH:4][CH:3]=1. (5) Given the reactants [NH2:1][C@@H:2]([C:9]1[CH:14]=[CH:13][CH:12]=[CH:11][CH:10]=1)[CH2:3][N:4]([CH3:8])[CH:5]([CH3:7])[CH3:6].[Cl:15][C:16]1[C:24]([C:25]([F:28])([F:27])[F:26])=[CH:23][CH:22]=[CH:21][C:17]=1[C:18](O)=[O:19], predict the reaction product. The product is: [Cl:15][C:16]1[C:24]([C:25]([F:26])([F:27])[F:28])=[CH:23][CH:22]=[CH:21][C:17]=1[C:18]([NH:1][C@@H:2]([C:9]1[CH:10]=[CH:11][CH:12]=[CH:13][CH:14]=1)[CH2:3][N:4]([CH3:8])[CH:5]([CH3:6])[CH3:7])=[O:19]. (6) The product is: [CH3:1][C:2]1[C:10]([C:11]2[S:12][C:13]([C:20]3[NH:24][CH:23]=[N:22][N:21]=3)=[C:14]([O:16][CH2:17][CH2:18][CH3:19])[N:15]=2)=[C:5]2[CH:6]=[CH:7][CH:8]=[CH:9][N:4]2[N:3]=1. Given the reactants [CH3:1][C:2]1[C:10]([C:11]2[S:12][C:13]([C:20]3[NH:24][CH:23]=[N:22][N:21]=3)=[C:14]([O:16][CH2:17][CH:18]=[CH2:19])[N:15]=2)=[C:5]2[CH:6]=[CH:7][CH:8]=[CH:9][N:4]2[N:3]=1.O1CCCC1, predict the reaction product. (7) Given the reactants [NH2:1][C:2]1[CH:16]=[CH:15][C:5]([O:6][C:7]2[CH:14]=[CH:13][C:10]([C:11]#[N:12])=[CH:9][CH:8]=2)=[C:4]([C:17]2[C:18]3[CH:27]=[CH:26][NH:25][C:19]=3[C:20](=[O:24])[N:21]([CH3:23])[CH:22]=2)[CH:3]=1.C(N(CC)CC)C.[CH2:35]([S:37](Cl)(=[O:39])=[O:38])[CH3:36].[OH-:41].[Na+].[Cl-].[NH4+], predict the reaction product. The product is: [CH2:35]([S:37]([NH:1][C:2]1[CH:16]=[CH:15][C:5]([O:6][C:7]2[CH:8]=[CH:9][C:10]([C:11]([NH2:12])=[O:41])=[CH:13][CH:14]=2)=[C:4]([C:17]2[C:18]3[CH:27]=[CH:26][NH:25][C:19]=3[C:20](=[O:24])[N:21]([CH3:23])[CH:22]=2)[CH:3]=1)(=[O:39])=[O:38])[CH3:36]. (8) Given the reactants Br[C:2]1[CH2:6][CH2:5][O:4][N:3]=1.COC(=O)[C:10]1[CH:15]=[C:14]([OH:16])[CH:13]=[N:12][CH:11]=1.[OH-].[Li+].O1CCCC1, predict the reaction product. The product is: [N:12]1[CH:11]=[CH:10][CH:15]=[C:14]([O:16][C:2]2[CH2:6][CH2:5][O:4][N:3]=2)[CH:13]=1. (9) Given the reactants [CH3:1][O:2][C:3]1[CH:4]=[C:5]2[C:10](=[CH:11][C:12]=1[O:13][CH3:14])[N:9]=[CH:8][CH:7]=[C:6]2[O:15][C:16]1[CH:21]=[CH:20][C:19]([N:22]2[C:26](=[O:27])[CH2:25][CH:24]([C:28]([OH:30])=O)[CH2:23]2)=[CH:18][CH:17]=1.[NH2:31][C:32]1[CH:37]=[CH:36][CH:35]=[CH:34][CH:33]=1.C1C=CC2N(O)N=NC=2C=1.C(Cl)CCl, predict the reaction product. The product is: [CH3:1][O:2][C:3]1[CH:4]=[C:5]2[C:10](=[CH:11][C:12]=1[O:13][CH3:14])[N:9]=[CH:8][CH:7]=[C:6]2[O:15][C:16]1[CH:17]=[CH:18][C:19]([N:22]2[C:26](=[O:27])[CH2:25][CH:24]([C:28]([NH:31][C:32]3[CH:37]=[CH:36][CH:35]=[CH:34][CH:33]=3)=[O:30])[CH2:23]2)=[CH:20][CH:21]=1.